From a dataset of Rat liver microsome stability data. Regression/Classification. Given a drug SMILES string, predict its absorption, distribution, metabolism, or excretion properties. Task type varies by dataset: regression for continuous measurements (e.g., permeability, clearance, half-life) or binary classification for categorical outcomes (e.g., BBB penetration, CYP inhibition). Dataset: rlm. (1) The drug is Clc1cc2nc(CNc3nc(N4CCNCC4)nc4c3ncn4-c3cccnc3)[nH]c2cc1Cl. The result is 1 (stable in rat liver microsomes). (2) The drug is Cc1cc(F)cc2c(N3CCC4(CC3)OCCO4)c(C(=O)N3CCN(C(=O)C4CC4)CC3)cnc12. The result is 1 (stable in rat liver microsomes). (3) The compound is Cc1nn(C)c(=O)cc1-c1ccc(OC2CCN(C3CCC3)CC2)cc1. The result is 0 (unstable in rat liver microsomes). (4) The drug is N#Cc1ccc2c([C@@H](CC(F)(F)F)c3cccs3)c(-c3ccccc3)[nH]c2c1. The result is 0 (unstable in rat liver microsomes). (5) The drug is O=C(N[C@@H](Cc1c[nH]c2ccccc12)C(=O)Nc1ccncc1)c1ccc(-c2ccccc2)cc1F. The result is 1 (stable in rat liver microsomes). (6) The drug is CN(C)C(=O)c1nc(-c2ccc(Cl)cc2Cl)c2cnccn12. The result is 1 (stable in rat liver microsomes). (7) The compound is Cc1ccc(S(=O)(=O)Nc2ccc(OC(F)(F)F)cc2C(=O)Nc2nc(-c3ccccc3)cs2)cc1. The result is 1 (stable in rat liver microsomes). (8) The result is 1 (stable in rat liver microsomes). The compound is CNc1nc(-c2ccc3c(N)[nH]nc3c2)cc(N2C[C@@H](C(=O)NC3CCCCC3)CC[C@@H]2C)n1. (9) The compound is N=c1c(C(=O)NC2CCCCC2)cc2c(=O)n3ccccc3nc2n1Cc1ccccc1. The result is 1 (stable in rat liver microsomes). (10) The drug is O=C1CCCCc2cc(O)c(O)cc21. The result is 0 (unstable in rat liver microsomes).